This data is from Forward reaction prediction with 1.9M reactions from USPTO patents (1976-2016). The task is: Predict the product of the given reaction. (1) Given the reactants [BH3-][C:2]#[N:3].[Na+].[CH3:5][O:6][C:7]1[C:8](N)=[CH:9][C:10]2[CH:16]([CH3:17])[CH2:15][N:14]([C:18](=[O:23])[C:19]([F:22])([F:21])[F:20])[CH2:13][CH2:12][C:11]=2[N:24]=1.C=O.[C:28]([O-])([O-])=O.[K+].[K+], predict the reaction product. The product is: [CH3:5][O:6][C:7]1[C:8]([N:3]([CH3:2])[CH3:28])=[CH:9][C:10]2[CH:16]([CH3:17])[CH2:15][N:14]([C:18](=[O:23])[C:19]([F:22])([F:21])[F:20])[CH2:13][CH2:12][C:11]=2[N:24]=1. (2) Given the reactants C([O-])([O-])=O.[K+].[K+].[C:7]1([SH:13])[CH:12]=[CH:11][CH:10]=[CH:9][CH:8]=1.Cl[CH2:15][C:16](=[O:18])[CH3:17], predict the reaction product. The product is: [C:7]1([S:13][CH2:15][C:16](=[O:18])[CH3:17])[CH:12]=[CH:11][CH:10]=[CH:9][CH:8]=1. (3) Given the reactants [CH3:1][N:2]1[C:6]2[CH:7]=[C:8](Br)[CH:9]=[CH:10][C:5]=2[NH:4][C:3]1=[O:12].[Cl:13][C:14]1[CH:15]=[C:16](B(O)O)[CH:17]=[CH:18][CH:19]=1, predict the reaction product. The product is: [Cl:13][C:14]1[CH:19]=[C:18]([C:8]2[CH:9]=[CH:10][C:5]3[NH:4][C:3](=[O:12])[N:2]([CH3:1])[C:6]=3[CH:7]=2)[CH:17]=[CH:16][CH:15]=1. (4) Given the reactants C1(CCN2C3C(=CC=CC=3)C(O)(C3C(O)=CC4OCOC=4C=3)C2=O)CC1.[C:27]1([CH:33]([C:55]2[CH:60]=[CH:59][CH:58]=[CH:57][CH:56]=2)[N:34]2[C:42]3[C:37](=[CH:38][CH:39]=[CH:40][CH:41]=3)[C:36](O)([C:43]3[C:51]([OH:52])=[CH:50][C:46]4[CH2:47][CH2:48][O:49][C:45]=4[CH:44]=3)[C:35]2=[O:54])[CH:32]=[CH:31][CH:30]=[CH:29][CH:28]=1, predict the reaction product. The product is: [C:55]1([CH:33]([C:27]2[CH:32]=[CH:31][CH:30]=[CH:29][CH:28]=2)[N:34]2[C:42]3[C:37](=[CH:38][CH:39]=[CH:40][CH:41]=3)[CH:36]([C:43]3[C:51]([OH:52])=[CH:50][C:46]4[CH2:47][CH2:48][O:49][C:45]=4[CH:44]=3)[C:35]2=[O:54])[CH:56]=[CH:57][CH:58]=[CH:59][CH:60]=1. (5) Given the reactants [Cl:1][C:2]1[N:7]=[C:6]([CH3:8])[C:5]([NH2:9])=[CH:4][CH:3]=1.C(O[CH:13]=[C:14]([C:20]([O:22][CH2:23][CH3:24])=[O:21])[C:15]([O:17][CH2:18][CH3:19])=[O:16])C.[CH2:25]1CCCCC1, predict the reaction product. The product is: [Cl:1][C:2]1[N:7]=[C:6]([CH3:8])[C:5]([NH:9]/[CH:25]=[CH:13]/[CH:14]([C:15]([O:17][CH2:18][CH3:19])=[O:16])[C:20]([O:22][CH2:23][CH3:24])=[O:21])=[CH:4][CH:3]=1. (6) Given the reactants Cl[C:2]1[C:7]([Cl:8])=[CH:6][CH:5]=[CH:4][N:3]=1.[CH:9]([C:11]1[CH:16]=[CH:15][C:14](B(O)O)=[CH:13][CH:12]=1)=[O:10].C(=O)([O-])[O-].[Na+].[Na+], predict the reaction product. The product is: [Cl:8][C:7]1[C:2]([C:14]2[CH:15]=[CH:16][C:11]([CH:9]=[O:10])=[CH:12][CH:13]=2)=[N:3][CH:4]=[CH:5][CH:6]=1. (7) Given the reactants [C:1]([O:5][C:6]([N:8]1[CH2:13][CH2:12][CH2:11][C@@H:10]([C:14](=[O:22])[C:15]2[CH:20]=[CH:19][CH:18]=[C:17]([Cl:21])[CH:16]=2)[CH2:9]1)=[O:7])([CH3:4])([CH3:3])[CH3:2].[F:23][C:24]([F:31])([CH3:30])[CH2:25][CH2:26][CH2:27][Mg]Cl, predict the reaction product. The product is: [C:6]([N:8]1[CH2:13][CH2:12][CH2:11][C@@H:10]([C@@:14]([C:15]2[CH:20]=[CH:19][CH:18]=[C:17]([Cl:21])[CH:16]=2)([OH:22])[CH2:27][CH2:26][CH2:25][C:24]([F:31])([F:23])[CH3:30])[CH2:9]1)([O:5][C:1]([CH3:4])([CH3:2])[CH3:3])=[O:7]. (8) Given the reactants [F:1][C:2]1[CH:7]=[CH:6][C:5]([C:8]2[S:12][C:11]([CH:13]=[O:14])=[N:10][CH:9]=2)=[CH:4][CH:3]=1.[CH3:15][CH2:16][Mg+].[Br-], predict the reaction product. The product is: [F:1][C:2]1[CH:3]=[CH:4][C:5]([C:8]2[S:12][C:11]([CH:13]([OH:14])[CH2:15][CH3:16])=[N:10][CH:9]=2)=[CH:6][CH:7]=1. (9) Given the reactants [CH2:1]([N:3]1[CH2:8][CH:7]=[C:6]([C:9]2[C:10]([F:21])=[C:11]([S:15]([N:18]([CH3:20])[CH3:19])(=[O:17])=[O:16])[CH:12]=[CH:13][CH:14]=2)[CH2:5][CH2:4]1)[CH3:2].C(O)(=O)/C=C/C(O)=O, predict the reaction product. The product is: [CH2:1]([N:3]1[CH2:8][CH2:7][CH:6]([C:9]2[C:10]([F:21])=[C:11]([S:15]([N:18]([CH3:20])[CH3:19])(=[O:17])=[O:16])[CH:12]=[CH:13][CH:14]=2)[CH2:5][CH2:4]1)[CH3:2].